This data is from Experimentally validated miRNA-target interactions with 360,000+ pairs, plus equal number of negative samples. The task is: Binary Classification. Given a miRNA mature sequence and a target amino acid sequence, predict their likelihood of interaction. (1) The miRNA is hsa-miR-4703-3p with sequence UGUAGUUGUAUUGUAUUGCCAC. The protein sequence of the target gene is MADHNPDSDSTPRTLLRRVLDTADPRTPRRPRSARAGARRALLETASPRKLSGQTRTIARGRSHGARSVGRSAHIQASGHLEEQTPRTLLKNILLTAPESSILMPESVVKPVPAPQAVQPSRQESSCGSLELQLPELEPPTTLAPGLLAPGRRKQRLRLSVFQQGVDQGLSLSQEPQGNADASSLTRSLNLTFATPLQPQSVQRPGLARRPPARRAVDVGAFLRDLRDTSLAPPNIVLEDTQPFSQPMVGSPNVYHSLPCTPHTGAEDAEQAAGRKTQSSGPGLQKNSPGKPAQFLAGEA.... Result: 0 (no interaction). (2) The miRNA is hsa-miR-921 with sequence CUAGUGAGGGACAGAACCAGGAUUC. The protein sequence of the target gene is MFCSAQKGSCSSRVSSSGAVGSRGCTGGSSFGGGSSCGLGGGSAWGFQGSSNSWSLSGGSKGSMGGGFGSCSVRGGFGAASSYGGGSGFGGSSGFGGGSGFGGGSGFGGGSSGGFSSYGGSMGCGLGGVSGYDGGLLSGSEKQTMQDLNDRLANYLDKVRALEEANTDLECKIKDWYGKHGSVKGGSGRDYSQYYSIIEDLKKQILSATCENARMTLQIDNARLAADDFRMKYEHELCLRECLEADINGLRKVLDEMTMTRCDLEMQIEGLTEELVFLRKNHEEEMKCMQGSSGGDVTVE.... Result: 0 (no interaction). (3) The miRNA is ath-miR400 with sequence UAUGAGAGUAUUAUAAGUCAC. The protein sequence of the target gene is MPINKSEKPESCDNVKVVVRCRPLNEREKSMCYRQAVSVDEMRGTITVHKTDSSNEPPKTFTFDTVFGPESKQLDVYNLTARPIIDSVLEGYNGTIFAYGQTGTGKTFTMEGVRAVPGLRGVIPNSFAHIFGHIAKAEGDTRFLVRVSYLEIYNEEVRDLLGKDQTQRLEVKERPDVGVYIKDLSAYVVNNADDMDRIMTLGHKNRSVGATNMNEHSSRSHAIFTITIECSEKGVDGNMHVRMGKLHLVDLAGSERQAKTGATGQRLKEATKINLSLSTLGNVISALVDGKSTHVPYRNS.... Result: 0 (no interaction).